This data is from NCI-60 drug combinations with 297,098 pairs across 59 cell lines. The task is: Regression. Given two drug SMILES strings and cell line genomic features, predict the synergy score measuring deviation from expected non-interaction effect. (1) Drug 1: C1=CC(=CC=C1C#N)C(C2=CC=C(C=C2)C#N)N3C=NC=N3. Drug 2: COCCOC1=C(C=C2C(=C1)C(=NC=N2)NC3=CC=CC(=C3)C#C)OCCOC.Cl. Cell line: OVCAR-8. Synergy scores: CSS=3.63, Synergy_ZIP=0.968, Synergy_Bliss=7.21, Synergy_Loewe=1.63, Synergy_HSA=2.67. (2) Drug 1: C1=NC2=C(N=C(N=C2N1C3C(C(C(O3)CO)O)O)F)N. Drug 2: CC1CCC2CC(C(=CC=CC=CC(CC(C(=O)C(C(C(=CC(C(=O)CC(OC(=O)C3CCCCN3C(=O)C(=O)C1(O2)O)C(C)CC4CCC(C(C4)OC)OCCO)C)C)O)OC)C)C)C)OC. Cell line: MALME-3M. Synergy scores: CSS=20.7, Synergy_ZIP=-3.38, Synergy_Bliss=0.925, Synergy_Loewe=-3.84, Synergy_HSA=0.618. (3) Drug 1: COC1=C(C=C2C(=C1)N=CN=C2NC3=CC(=C(C=C3)F)Cl)OCCCN4CCOCC4. Drug 2: CC1=C2C(C(=O)C3(C(CC4C(C3C(C(C2(C)C)(CC1OC(=O)C(C(C5=CC=CC=C5)NC(=O)OC(C)(C)C)O)O)OC(=O)C6=CC=CC=C6)(CO4)OC(=O)C)O)C)O. Cell line: OVCAR-5. Synergy scores: CSS=70.0, Synergy_ZIP=7.88, Synergy_Bliss=7.09, Synergy_Loewe=7.91, Synergy_HSA=11.4. (4) Drug 1: CC1=C(C=C(C=C1)NC2=NC=CC(=N2)N(C)C3=CC4=NN(C(=C4C=C3)C)C)S(=O)(=O)N.Cl. Drug 2: CC1C(C(CC(O1)OC2CC(CC3=C2C(=C4C(=C3O)C(=O)C5=C(C4=O)C(=CC=C5)OC)O)(C(=O)C)O)N)O.Cl. Cell line: SK-MEL-2. Synergy scores: CSS=24.3, Synergy_ZIP=12.4, Synergy_Bliss=15.2, Synergy_Loewe=-5.57, Synergy_HSA=11.9. (5) Drug 1: CC1=C(C=C(C=C1)NC2=NC=CC(=N2)N(C)C3=CC4=NN(C(=C4C=C3)C)C)S(=O)(=O)N.Cl. Drug 2: C(CC(=O)O)C(=O)CN.Cl. Cell line: KM12. Synergy scores: CSS=9.16, Synergy_ZIP=-1.62, Synergy_Bliss=-5.62, Synergy_Loewe=-4.85, Synergy_HSA=-4.19. (6) Drug 1: COC1=C(C=C2C(=C1)N=CN=C2NC3=CC(=C(C=C3)F)Cl)OCCCN4CCOCC4. Drug 2: CCC1(CC2CC(C3=C(CCN(C2)C1)C4=CC=CC=C4N3)(C5=C(C=C6C(=C5)C78CCN9C7C(C=CC9)(C(C(C8N6C=O)(C(=O)OC)O)OC(=O)C)CC)OC)C(=O)OC)O.OS(=O)(=O)O. Cell line: SNB-19. Synergy scores: CSS=22.4, Synergy_ZIP=7.96, Synergy_Bliss=14.2, Synergy_Loewe=14.1, Synergy_HSA=14.2.